From a dataset of Full USPTO retrosynthesis dataset with 1.9M reactions from patents (1976-2016). Predict the reactants needed to synthesize the given product. Given the product [CH2:5]([O:7][C:8]1[CH:17]=[C:16]2[CH:11]([CH2:12][CH2:13][N:14]([CH2:18][C:19]3[CH:20]=[C:21]([O:29][CH3:30])[C:22]([O:27][CH3:28])=[C:23]([O:25][CH3:26])[CH:24]=3)[CH2:15]2)[CH2:10][C:9]=1[OH:31])[CH3:6], predict the reactants needed to synthesize it. The reactants are: C(O)(=O)C.[CH2:5]([O:7][C:8]1[CH:17]=[C:16]2[CH:11]([CH2:12][CH2:13][N:14]([CH2:18][C:19]3[CH:24]=[C:23]([O:25][CH3:26])[C:22]([O:27][CH3:28])=[C:21]([O:29][CH3:30])[CH:20]=3)[CH2:15]2)[CH2:10][C:9]=1[O:31]CC1C=CC=CC=1)[CH3:6].